From a dataset of Reaction yield outcomes from USPTO patents with 853,638 reactions. Predict the reaction yield, written as a fraction of the theoretical maximum amount of product (1.0 means a 100% yield; for example, 0.34 means a 34% yield). (1) The reactants are [F:1][C:2]1[C:3]([CH3:19])=[C:4]([CH:9]=[C:10]([C:12]2[CH:17]=[CH:16][CH:15]=[C:14]([F:18])[CH:13]=2)[CH:11]=1)[C:5]([O:7]C)=[O:6].[OH-].[Na+]. The catalyst is C1COCC1.CO. The product is [F:1][C:2]1[C:3]([CH3:19])=[C:4]([CH:9]=[C:10]([C:12]2[CH:17]=[CH:16][CH:15]=[C:14]([F:18])[CH:13]=2)[CH:11]=1)[C:5]([OH:7])=[O:6]. The yield is 1.00. (2) No catalyst specified. The product is [CH3:30][C:13]1([CH3:31])[CH2:12][C:11]2[C:16](=[C:17]3[CH2:21][C:20]([CH3:22])([CH3:23])[O:19][C:18]3=[C:9]([O:8][CH2:7][C:6]([NH2:1])=[O:5])[CH:10]=2)[C:15]([C:24]2[CH:29]=[CH:28][CH:27]=[CH:26][CH:25]=2)=[N:14]1. The yield is 0.850. The reactants are [NH3:1].CO.C[O:5][C:6](=O)[CH2:7][O:8][C:9]1[CH:10]=[C:11]2[C:16](=[C:17]3[CH2:21][C:20]([CH3:23])([CH3:22])[O:19][C:18]=13)[C:15]([C:24]1[CH:29]=[CH:28][CH:27]=[CH:26][CH:25]=1)=[N:14][C:13]([CH3:31])([CH3:30])[CH2:12]2.[C-]#N.[Na+]. (3) The reactants are [CH2:1]([O:8][C:9]1[CH:18]=[C:17]2[C:12]([C:13]([OH:19])=[CH:14][CH:15]=[N:16]2)=[CH:11][C:10]=1[O:20][CH3:21])[C:2]1[CH:7]=[CH:6][CH:5]=[CH:4][CH:3]=1.N1C(C)=CC=CC=1C.C(=O)=O.[F:33][C:34]([F:40])([F:39])[S:35](Cl)(=[O:37])=[O:36]. The catalyst is CN(C)C1C=CN=CC=1.O.C(Cl)Cl. The product is [CH2:1]([O:8][C:9]1[CH:18]=[C:17]2[C:12]([C:13]([O:19][S:35]([C:34]([F:40])([F:39])[F:33])(=[O:37])=[O:36])=[CH:14][CH:15]=[N:16]2)=[CH:11][C:10]=1[O:20][CH3:21])[C:2]1[CH:3]=[CH:4][CH:5]=[CH:6][CH:7]=1. The yield is 0.838. (4) The reactants are O1CCCC1.Br[C:7]1[CH:16]=[N:15][C:10]2[O:11][CH2:12][CH2:13][NH:14][C:9]=2[CH:8]=1.[F:17][C:18]([F:29])([F:28])[C:19]1[CH:24]=[CH:23][CH:22]=[CH:21][C:20]=1B(O)O.C(=O)([O-])[O-].[K+].[K+]. The catalyst is O. The product is [F:17][C:18]([F:29])([F:28])[C:19]1[CH:24]=[CH:23][CH:22]=[CH:21][C:20]=1[C:7]1[CH:16]=[N:15][C:10]2[O:11][CH2:12][CH2:13][NH:14][C:9]=2[CH:8]=1. The yield is 0.640. (5) The product is [NH2:5][CH2:6][CH2:7][O:8][CH2:9][CH2:10][NH:11][C:17](=[O:18])[O:16][C:13]([CH3:15])([CH3:14])[CH3:12]. The yield is 0.740. The catalyst is CO.C1COCC1. The reactants are [OH-].[Na+].Cl.Cl.[NH2:5][CH2:6][CH2:7][O:8][CH2:9][CH2:10][NH2:11].[CH3:12][C:13]([O:16][C:17](O[C:17]([O:16][C:13]([CH3:15])([CH3:14])[CH3:12])=[O:18])=[O:18])([CH3:15])[CH3:14]. (6) The reactants are C(OC(=O)[NH:7][CH2:8][CH2:9][CH2:10][NH:11][C:12]1[S:13][C:14]([C:17](=[O:25])[C:18]2[CH:23]=[CH:22][CH:21]=[CH:20][C:19]=2[CH3:24])=[CH:15][N:16]=1)(C)(C)C.Cl.C(=O)(O)[O-].[Na+]. The catalyst is C(OCC)C. The product is [NH2:7][CH2:8][CH2:9][CH2:10][NH:11][C:12]1[S:13][C:14]([C:17]([C:18]2[CH:23]=[CH:22][CH:21]=[CH:20][C:19]=2[CH3:24])=[O:25])=[CH:15][N:16]=1. The yield is 0.880. (7) The reactants are [C:1]([O:5][CH:6]([C:11]1[C:16]([C:17]([F:20])([F:19])[F:18])=[CH:15][C:14](B2OC(C)(C)C(C)(C)O2)=[C:13]([O:30][CH3:31])[C:12]=1[C:32]1[CH:33]=[CH:34][C:35]2[O:40][CH2:39][CH2:38][CH2:37][C:36]=2[CH:41]=1)[C:7]([O:9][CH3:10])=[O:8])([CH3:4])([CH3:3])[CH3:2].Br[C:43]1[N:47](C(OCC2C=CC=CC=2)=O)[C:46]2[CH:58]=[CH:59][CH:60]=[CH:61][C:45]=2[N:44]=1.C(=O)([O-])[O-].[Na+].[Na+].ClCCl. The catalyst is O1CCOCC1.C(OCC)(=O)C.C1C=CC(P(C2C=CC=CC=2)[C-]2C=CC=C2)=CC=1.C1C=CC(P(C2C=CC=CC=2)[C-]2C=CC=C2)=CC=1.Cl[Pd]Cl.[Fe+2]. The product is [NH:44]1[C:45]2[CH:61]=[CH:60][CH:59]=[CH:58][C:46]=2[N:47]=[C:43]1[C:14]1[CH:15]=[C:16]([C:17]([F:20])([F:19])[F:18])[C:11]([CH:6]([O:5][C:1]([CH3:3])([CH3:2])[CH3:4])[C:7]([O:9][CH3:10])=[O:8])=[C:12]([C:32]2[CH:33]=[CH:34][C:35]3[O:40][CH2:39][CH2:38][CH2:37][C:36]=3[CH:41]=2)[C:13]=1[O:30][CH3:31]. The yield is 0.190. (8) The reactants are [CH3:1][O:2][C:3](=[O:24])[C:4]1[CH:9]=[CH:8][C:7]([OH:10])=[C:6]([NH:11][S:12]([C:15]2[CH:20]=[C:19]([Cl:21])[CH:18]=[CH:17][C:16]=2[O:22][CH3:23])(=[O:14])=[O:13])[CH:5]=1.CO[CH:27](OC)[C:28]1[CH:33]=[CH:32][CH:31]=[CH:30][CH:29]=1.O.C1(C)C=CC(S(O)(=O)=O)=CC=1. The catalyst is CCCCCCC. The product is [CH3:1][O:2][C:3]([C:4]1[CH:9]=[CH:8][C:7]2[O:10][CH:27]([C:28]3[CH:33]=[CH:32][CH:31]=[CH:30][CH:29]=3)[N:11]([S:12]([C:15]3[CH:20]=[C:19]([Cl:21])[CH:18]=[CH:17][C:16]=3[O:22][CH3:23])(=[O:13])=[O:14])[C:6]=2[CH:5]=1)=[O:24]. The yield is 0.840. (9) The reactants are [OH:1][C:2]1[C:7](=[O:8])[CH:6]=[CH:5][N:4]([CH3:9])[CH:3]=1.C(=O)([O-])[O-].[K+].[K+].C([O:18][CH:19](O)[CH:20]([F:22])[F:21])C. No catalyst specified. The product is [F:21][CH:20]([F:22])[CH:19]([C:3]1[N:4]([CH3:9])[CH:5]=[CH:6][C:7](=[O:8])[C:2]=1[OH:1])[OH:18]. The yield is 0.250.